From a dataset of Forward reaction prediction with 1.9M reactions from USPTO patents (1976-2016). Predict the product of the given reaction. (1) Given the reactants [Cl:1][C:2]1[CH:10]=[C:9]([Cl:11])[CH:8]=[CH:7][C:3]=1[C:4](Cl)=[O:5].[NH2:12][C:13]1[CH:18]=[CH:17][C:16]([C:19](=[O:26])[CH2:20][CH2:21][C:22]([O:24]C)=[O:23])=[CH:15][CH:14]=1, predict the reaction product. The product is: [Cl:1][C:2]1[CH:10]=[C:9]([Cl:11])[CH:8]=[CH:7][C:3]=1[C:4]([NH:12][C:13]1[CH:14]=[CH:15][C:16]([C:19](=[O:26])[CH2:20][CH2:21][C:22]([OH:24])=[O:23])=[CH:17][CH:18]=1)=[O:5]. (2) Given the reactants [CH3:1][C:2]1[O:3][C:4]([CH3:13])=[CH:5][C:6]=1[C:7]1[NH:8][C:9](=[S:12])[NH:10][N:11]=1.Br.Br[CH2:16][C:17]1[CH:22]=[CH:21][CH:20]=[CH:19][N:18]=1, predict the reaction product. The product is: [CH3:1][C:2]1[O:3][C:4]([CH3:13])=[CH:5][C:6]=1[C:7]1[NH:11][N:10]=[C:9]([S:12][CH2:16][C:17]2[CH:22]=[CH:21][CH:20]=[CH:19][N:18]=2)[N:8]=1. (3) Given the reactants C[O:2][C:3](=[O:16])[C@@H:4]([NH:11][C:12]([O:14][CH3:15])=[O:13])[C@H:5]([O:7][CH:8]([F:10])[F:9])[CH3:6].[OH-].C[Sn+](C)C, predict the reaction product. The product is: [F:9][CH:8]([F:10])[O:7][C@H:5]([CH3:6])[C@H:4]([NH:11][C:12]([O:14][CH3:15])=[O:13])[C:3]([OH:16])=[O:2]. (4) Given the reactants [CH2:1]([N:8]1[C:25]([CH3:26])=[C:11]2[C:12](=[O:24])[NH:13][C:14]3[CH:15]=[C:16]4[CH2:23][CH2:22][CH2:21][CH2:20][C:17]4=[CH:18][C:19]=3[C:10]2=[N:9]1)[C:2]1[CH:7]=[CH:6][CH:5]=[CH:4][CH:3]=1.C(=O)([O-])[O-].[Cs+].[Cs+].Br[CH2:34][CH:35]([F:45])[CH2:36][NH:37][C:38](=[O:44])[O:39][C:40]([CH3:43])([CH3:42])[CH3:41], predict the reaction product. The product is: [CH2:1]([N:8]1[C:25]([CH3:26])=[C:11]2[C:12](=[O:24])[N:13]([CH2:34][CH:35]([F:45])[CH2:36][NH:37][C:38](=[O:44])[O:39][C:40]([CH3:42])([CH3:41])[CH3:43])[C:14]3[CH:15]=[C:16]4[CH2:23][CH2:22][CH2:21][CH2:20][C:17]4=[CH:18][C:19]=3[C:10]2=[N:9]1)[C:2]1[CH:3]=[CH:4][CH:5]=[CH:6][CH:7]=1. (5) Given the reactants FC(F)(F)C(O)=O.[CH3:8][NH:9][CH2:10][C:11]1[CH:12]=[C:13]([C:17]2[CH:22]=[CH:21][C:20]([CH2:23][CH:24]3[S:28][C:27](=[O:29])[NH:26][C:25]3=[O:30])=[CH:19][CH:18]=2)[CH:14]=[CH:15][CH:16]=1.[S:31]1[CH:35]=[CH:34][CH:33]=[C:32]1[C:36](Cl)=[O:37], predict the reaction product. The product is: [O:29]=[C:27]1[NH:26][C:25](=[O:30])[CH:24]([CH2:23][C:20]2[CH:19]=[CH:18][C:17]([C:13]3[CH:14]=[CH:15][CH:16]=[C:11]([CH2:10][N:9]([CH3:8])[C:36]([C:32]4[S:31][CH:35]=[CH:34][CH:33]=4)=[O:37])[CH:12]=3)=[CH:22][CH:21]=2)[S:28]1. (6) Given the reactants Cl.[C@@H:2]12[NH:9][C@@H:6]([CH2:7][CH2:8]1)[CH2:5][N:4]([C:10]1[CH:15]=[CH:14][N:13]=[C:12]([NH:16][C:17]3[CH:18]=[C:19]([Cl:27])[C:20]([C:23]([NH:25][CH3:26])=[O:24])=[N:21][CH:22]=3)[N:11]=1)[CH2:3]2.[F:28][C:29]1([F:35])[CH2:31][C@H:30]1[C:32](O)=[O:33], predict the reaction product. The product is: [Cl:27][C:19]1[C:20]([C:23]([NH:25][CH3:26])=[O:24])=[N:21][CH:22]=[C:17]([NH:16][C:12]2[N:11]=[C:10]([N:4]3[CH2:5][C@H:6]4[N:9]([C:32]([C@@H:30]5[CH2:31][C:29]5([F:35])[F:28])=[O:33])[C@H:2]([CH2:8][CH2:7]4)[CH2:3]3)[CH:15]=[CH:14][N:13]=2)[CH:18]=1. (7) Given the reactants [CH3:1][N:2]([C:4]1[N:9]=[CH:8][C:7](Br)=[CH:6][N:5]=1)[CH3:3].[CH3:11][N:12]([CH3:20])[C:13]1[CH:18]=[CH:17][C:16]([NH2:19])=[CH:15][CH:14]=1, predict the reaction product. The product is: [CH3:11][N:12]([CH3:20])[C:13]1[CH:18]=[CH:17][C:16]([NH:19][C:7]2[CH:6]=[N:5][C:4]([N:2]([CH3:3])[CH3:1])=[N:9][CH:8]=2)=[CH:15][CH:14]=1. (8) Given the reactants [O:1]=[C:2]1[CH2:23][O:22][C:21]2[C:4](=[CH:5][C:6]3[CH2:12][CH2:11][N:10]([C:13]([O:15][C:16]([CH3:19])([CH3:18])[CH3:17])=[O:14])[CH2:9][CH2:8][C:7]=3[CH:20]=2)[NH:3]1.Br[CH2:25][C:26]1[CH:31]=[CH:30][CH:29]=[C:28]([F:32])[CH:27]=1.C(=O)([O-])[O-].[Cs+].[Cs+].O, predict the reaction product. The product is: [F:32][C:28]1[CH:27]=[C:26]([CH:31]=[CH:30][CH:29]=1)[CH2:25][N:3]1[C:4]2=[CH:5][C:6]3[CH2:12][CH2:11][N:10]([C:13]([O:15][C:16]([CH3:19])([CH3:18])[CH3:17])=[O:14])[CH2:9][CH2:8][C:7]=3[CH:20]=[C:21]2[O:22][CH2:23][C:2]1=[O:1]. (9) Given the reactants F[C:2]1C=C(F)C=C[C:3]=1[O:4][C:5]1[N:10]2[N:11]=[C:12]([CH3:14])[CH:13]=[C:9]2[N:8]=[C:7]([CH3:15])[C:6]=1[C:16]1[C:17]2[CH:26]=[CH:25][N:24](S(C3C=CC(C)=CC=3)(=O)=O)[C:18]=2[C:19](=[O:23])[N:20]([CH3:22])[CH:21]=1.[OH-].[Na+].O, predict the reaction product. The product is: [CH2:3]([O:4][C:5]1[N:10]2[N:11]=[C:12]([CH3:14])[CH:13]=[C:9]2[N:8]=[C:7]([CH3:15])[C:6]=1[C:16]1[C:17]2[CH:26]=[CH:25][NH:24][C:18]=2[C:19](=[O:23])[N:20]([CH3:22])[CH:21]=1)[CH3:2].